The task is: Regression. Given two drug SMILES strings and cell line genomic features, predict the synergy score measuring deviation from expected non-interaction effect.. This data is from NCI-60 drug combinations with 297,098 pairs across 59 cell lines. (1) Drug 1: C1C(C(OC1N2C=C(C(=O)NC2=O)F)CO)O. Drug 2: CC1=C2C(C(=O)C3(C(CC4C(C3C(C(C2(C)C)(CC1OC(=O)C(C(C5=CC=CC=C5)NC(=O)C6=CC=CC=C6)O)O)OC(=O)C7=CC=CC=C7)(CO4)OC(=O)C)O)C)OC(=O)C. Cell line: HT29. Synergy scores: CSS=35.6, Synergy_ZIP=-0.923, Synergy_Bliss=-3.02, Synergy_Loewe=2.13, Synergy_HSA=3.39. (2) Drug 1: CC(C)(C#N)C1=CC(=CC(=C1)CN2C=NC=N2)C(C)(C)C#N. Drug 2: CN(CC1=CN=C2C(=N1)C(=NC(=N2)N)N)C3=CC=C(C=C3)C(=O)NC(CCC(=O)O)C(=O)O. Cell line: K-562. Synergy scores: CSS=77.0, Synergy_ZIP=5.55, Synergy_Bliss=5.42, Synergy_Loewe=-17.8, Synergy_HSA=1.51. (3) Drug 1: CC1=CC2C(CCC3(C2CCC3(C(=O)C)OC(=O)C)C)C4(C1=CC(=O)CC4)C. Drug 2: C1=C(C(=O)NC(=O)N1)N(CCCl)CCCl. Cell line: DU-145. Synergy scores: CSS=0.0955, Synergy_ZIP=-8.85, Synergy_Bliss=-5.19, Synergy_Loewe=-23.5, Synergy_HSA=-9.15. (4) Drug 1: CC1C(C(CC(O1)OC2CC(CC3=C2C(=C4C(=C3O)C(=O)C5=C(C4=O)C(=CC=C5)OC)O)(C(=O)CO)O)N)O.Cl. Drug 2: C1CC(=O)NC(=O)C1N2CC3=C(C2=O)C=CC=C3N. Cell line: UACC-257. Synergy scores: CSS=-0.0405, Synergy_ZIP=-0.923, Synergy_Bliss=-2.69, Synergy_Loewe=-1.55, Synergy_HSA=-1.82. (5) Drug 2: CC1CCC2CC(C(=CC=CC=CC(CC(C(=O)C(C(C(=CC(C(=O)CC(OC(=O)C3CCCCN3C(=O)C(=O)C1(O2)O)C(C)CC4CCC(C(C4)OC)O)C)C)O)OC)C)C)C)OC. Drug 1: CCC(=C(C1=CC=CC=C1)C2=CC=C(C=C2)OCCN(C)C)C3=CC=CC=C3.C(C(=O)O)C(CC(=O)O)(C(=O)O)O. Synergy scores: CSS=-2.00, Synergy_ZIP=0.786, Synergy_Bliss=3.80, Synergy_Loewe=-8.96, Synergy_HSA=-3.61. Cell line: HOP-92. (6) Drug 1: CC1C(C(=O)NC(C(=O)N2CCCC2C(=O)N(CC(=O)N(C(C(=O)O1)C(C)C)C)C)C(C)C)NC(=O)C3=C4C(=C(C=C3)C)OC5=C(C(=O)C(=C(C5=N4)C(=O)NC6C(OC(=O)C(N(C(=O)CN(C(=O)C7CCCN7C(=O)C(NC6=O)C(C)C)C)C)C(C)C)C)N)C. Drug 2: CC(C)(C#N)C1=CC(=CC(=C1)CN2C=NC=N2)C(C)(C)C#N. Cell line: HCT-15. Synergy scores: CSS=-14.8, Synergy_ZIP=20.0, Synergy_Bliss=20.4, Synergy_Loewe=-6.33, Synergy_HSA=-4.16. (7) Drug 1: CC1=C(C(CCC1)(C)C)C=CC(=CC=CC(=CC(=O)O)C)C. Drug 2: CS(=O)(=O)CCNCC1=CC=C(O1)C2=CC3=C(C=C2)N=CN=C3NC4=CC(=C(C=C4)OCC5=CC(=CC=C5)F)Cl. Cell line: 786-0. Synergy scores: CSS=6.08, Synergy_ZIP=-4.28, Synergy_Bliss=-5.00, Synergy_Loewe=-7.79, Synergy_HSA=-3.71.